This data is from Forward reaction prediction with 1.9M reactions from USPTO patents (1976-2016). The task is: Predict the product of the given reaction. (1) Given the reactants [Cl:1][C:2]1[CH:7]=[C:6]([O:8][CH2:9][CH:10]=[C:11]([Cl:13])[Cl:12])[CH:5]=[C:4]([Cl:14])[C:3]=1[OH:15].C(=O)([O-])[O-].[K+].[K+].[C:22]([O:26][N:27]=[C:28]([CH2:30][O:31][CH2:32][CH2:33][CH2:34][CH2:35]OS(C)(=O)=O)[CH3:29])([CH3:25])([CH3:24])[CH3:23].Cl, predict the reaction product. The product is: [C:22]([O:26][N:27]=[C:28]([CH2:30][O:31][CH2:32][CH2:33][CH2:34][CH2:35][O:15][C:3]1[C:2]([Cl:1])=[CH:7][C:6]([O:8][CH2:9][CH:10]=[C:11]([Cl:13])[Cl:12])=[CH:5][C:4]=1[Cl:14])[CH3:29])([CH3:25])([CH3:24])[CH3:23]. (2) Given the reactants [C:1]([O:5][C:6]([NH:8][C@H:9]([CH2:14][C:15]1[CH:20]=[C:19]([F:21])[C:18]([F:22])=[CH:17][C:16]=1[F:23])[CH2:10][C:11]([OH:13])=O)=[O:7])([CH3:4])([CH3:3])[CH3:2].Cl.[F:25][C:26]([F:37])([F:36])[C:27]1[N:31]2[CH2:32][CH2:33][NH:34][CH2:35][C:30]2=[N:29][N:28]=1, predict the reaction product. The product is: [C:1]([O:5][C:6]([NH:8][C@H:9]([CH2:14][C:15]1[CH:20]=[C:19]([F:21])[C:18]([F:22])=[CH:17][C:16]=1[F:23])[CH2:10][C:11]([N:34]1[CH2:33][CH2:32][N:31]2[C:27]([C:26]([F:37])([F:25])[F:36])=[N:28][N:29]=[C:30]2[CH2:35]1)=[O:13])=[O:7])([CH3:2])([CH3:3])[CH3:4].